The task is: Predict the reactants needed to synthesize the given product.. This data is from Full USPTO retrosynthesis dataset with 1.9M reactions from patents (1976-2016). (1) Given the product [CH3:4][P:2]([C:5]1[CH:10]=[CH:9][C:8]([NH:11][C:12]2[N:17]=[C:16]([NH:18][C:19]3[CH:24]=[CH:23][CH:22]=[CH:21][C:20]=3[S:25]([CH:28]([CH3:29])[CH3:30])(=[O:27])=[O:26])[C:15]([NH2:31])=[CH:14][N:13]=2)=[C:7]([O:34][CH3:35])[CH:6]=1)([CH3:1])=[O:3], predict the reactants needed to synthesize it. The reactants are: [CH3:1][P:2]([C:5]1[CH:10]=[CH:9][C:8]([NH:11][C:12]2[N:17]=[C:16]([NH:18][C:19]3[CH:24]=[CH:23][CH:22]=[CH:21][C:20]=3[S:25]([CH:28]([CH3:30])[CH3:29])(=[O:27])=[O:26])[C:15]([N+:31]([O-])=O)=[CH:14][N:13]=2)=[C:7]([O:34][CH3:35])[CH:6]=1)([CH3:4])=[O:3]. (2) Given the product [CH:11]([CH2:7][C:6](=[CH2:8])[C:5]([O-:10])=[O:9])=[CH:12][C:13]1[CH:18]=[CH:17][CH:16]=[CH:15][CH:14]=1.[C:25]([O:29][CH2:30][CH2:31][CH2:32][CH3:33])(=[O:28])[CH:26]=[CH2:27].[Na:1].[CH2:3]1[O:4][CH2:2]1.[C:19]([OH:24])(=[O:23])[C:20]([CH3:22])=[CH2:21], predict the reactants needed to synthesize it. The reactants are: [Na:1].[CH2:2]1[O:4][CH2:3]1.[C:5]([OH:10])(=[O:9])[C:6]([CH3:8])=[CH2:7].[CH2:11]=[CH:12][C:13]1[CH:18]=[CH:17][CH:16]=[CH:15][CH:14]=1.[C:19]([OH:24])(=[O:23])[C:20]([CH3:22])=[CH2:21].[C:25]([O:29][CH2:30][CH2:31][CH2:32][CH3:33])(=[O:28])[CH:26]=[CH2:27].S(OOS([O-])(=O)=O)([O-])(=O)=O.[NH4+].[NH4+]. (3) Given the product [OH:14][CH2:2][CH2:1][O:4][C:5]1[CH:12]=[CH:11][C:8]([CH:9]=[CH2:10])=[CH:7][CH:6]=1, predict the reactants needed to synthesize it. The reactants are: [C:1]([O:4][C:5]1[CH:12]=[CH:11][C:8]([CH:9]=[CH2:10])=[CH:7][CH:6]=1)(=O)[CH3:2].C(=O)([O-])[O-:14].[K+].[K+].C1OC1. (4) Given the product [CH3:9][C:4]1[N:5]=[C:6]([NH:10][C:11]2[CH:16]=[C:15]([C:17]([F:18])([F:19])[F:20])[CH:14]=[C:13]([OH:21])[CH:12]=2)[CH:7]=[C:2]([NH:10][C:11]2[CH:16]=[C:15]([C:17]([F:18])([F:19])[F:20])[CH:14]=[C:13]([OH:21])[CH:12]=2)[N:3]=1, predict the reactants needed to synthesize it. The reactants are: Cl[C:2]1[CH:7]=[C:6](Cl)[N:5]=[C:4]([CH3:9])[N:3]=1.[NH2:10][C:11]1[CH:12]=[C:13]([OH:21])[CH:14]=[C:15]([C:17]([F:20])([F:19])[F:18])[CH:16]=1. (5) Given the product [C:14]([O:13][C:11]([C:8]1([C:5]2[CH:6]=[CH:7][C:2]([N:21]3[CH2:20][CH2:19][N:18]([C:24]([O:26][C:27]([CH3:30])([CH3:29])[CH3:28])=[O:25])[CH2:23][CH2:22]3)=[CH:3][CH:4]=2)[CH2:10][CH2:9]1)=[O:12])([CH3:17])([CH3:16])[CH3:15], predict the reactants needed to synthesize it. The reactants are: Br[C:2]1[CH:7]=[CH:6][C:5]([C:8]2([C:11]([O:13][C:14]([CH3:17])([CH3:16])[CH3:15])=[O:12])[CH2:10][CH2:9]2)=[CH:4][CH:3]=1.[N:18]1([C:24]([O:26][C:27]([CH3:30])([CH3:29])[CH3:28])=[O:25])[CH2:23][CH2:22][NH:21][CH2:20][CH2:19]1.[Na].ClCCl.C1(C)C=CC=CC=1.